This data is from Forward reaction prediction with 1.9M reactions from USPTO patents (1976-2016). The task is: Predict the product of the given reaction. (1) Given the reactants [C:1]1([OH:7])[CH:6]=[CH:5][CH:4]=[CH:3][CH:2]=1.[H-].[Na+].CN(C=O)C.[CH3:15][O:16][C:17]1[CH:18]=[C:19]2[C:24](=[CH:25][C:26]=1[O:27][CH3:28])[CH2:23][N:22]([C:29](=[O:35])[CH:30](Br)[CH:31]([CH3:33])[CH3:32])[CH2:21][CH2:20]2, predict the reaction product. The product is: [CH3:15][O:16][C:17]1[CH:18]=[C:19]2[C:24](=[CH:25][C:26]=1[O:27][CH3:28])[CH2:23][N:22]([C:29](=[O:35])[CH:30]([O:7][C:1]1[CH:6]=[CH:5][CH:4]=[CH:3][CH:2]=1)[CH:31]([CH3:33])[CH3:32])[CH2:21][CH2:20]2. (2) Given the reactants [NH2:1][C:2]1[S:6][C:5]([C:7]2[CH2:11][CH2:10][CH2:9][CH:8]=2)=[N:4][C:3]=1[C:12]([NH:14][C:15]1[CH:16]=[N:17][N:18]([CH3:29])[C:19]=1[C@@H:20]1[CH2:26][CH2:25][C@@H:24]([NH2:27])[C@@H:23]([F:28])[CH2:22][O:21]1)=[O:13], predict the reaction product. The product is: [NH2:1][C:2]1[S:6][C:5]([CH:7]2[CH2:11][CH2:10][CH2:9][CH2:8]2)=[N:4][C:3]=1[C:12]([NH:14][C:15]1[CH:16]=[N:17][N:18]([CH3:29])[C:19]=1[C@@H:20]1[CH2:26][CH2:25][C@@H:24]([NH2:27])[C@@H:23]([F:28])[CH2:22][O:21]1)=[O:13]. (3) Given the reactants [F:1][C:2]1[CH:7]=[C:6]([B:8]2[O:12][C:11]([CH3:14])([CH3:13])[C:10]([CH3:16])([CH3:15])[O:9]2)[CH:5]=[C:4]([F:17])[C:3]=1[OH:18].Br[CH2:20][CH2:21][CH2:22][CH2:23][CH2:24][C:25]([O:27][CH2:28][CH3:29])=[O:26].C([O-])([O-])=O.[Cs+].[Cs+], predict the reaction product. The product is: [F:17][C:4]1[CH:5]=[C:6]([B:8]2[O:12][C:11]([CH3:13])([CH3:14])[C:10]([CH3:16])([CH3:15])[O:9]2)[CH:7]=[C:2]([F:1])[C:3]=1[O:18][CH2:20][CH2:21][CH2:22][CH2:23][CH2:24][C:25]([O:27][CH2:28][CH3:29])=[O:26]. (4) Given the reactants C(OC(=O)[NH:7][C:8]1[C:13]([F:14])=[CH:12][CH:11]=[C:10]([NH:15][S:16]([C:19]2[N:20]=[CH:21][N:22]([CH3:24])[CH:23]=2)(=[O:18])=[O:17])[C:9]=1[F:25])(C)(C)C.Cl, predict the reaction product. The product is: [NH2:7][C:8]1[C:9]([F:25])=[C:10]([NH:15][S:16]([C:19]2[N:20]=[CH:21][N:22]([CH3:24])[CH:23]=2)(=[O:18])=[O:17])[CH:11]=[CH:12][C:13]=1[F:14]. (5) Given the reactants [I:1][C:2]1[CH:6]=[CH:5][NH:4][N:3]=1.CC([O-])(C)C.[K+].[Cl:13][C:14]1[N:15]=[N:16][CH:17]=[C:18](Cl)[CH:19]=1, predict the reaction product. The product is: [Cl:13][C:14]1[N:15]=[N:16][CH:17]=[C:18]([N:4]2[CH:5]=[CH:6][C:2]([I:1])=[N:3]2)[CH:19]=1.